This data is from Reaction yield outcomes from USPTO patents with 853,638 reactions. The task is: Predict the reaction yield, written as a fraction of the theoretical maximum amount of product (1.0 means a 100% yield; for example, 0.34 means a 34% yield). The reactants are C(O[CH2:4][CH2:5][CH2:6][CH2:7][O:8]C=C)=C.C#C.[C:13]1(=O)[NH:19][CH2:18][CH2:17]CC[CH2:14]1. No catalyst specified. The product is [CH:18]([N:19]1[CH2:13][CH2:14][CH2:4][CH2:5][CH2:6][C:7]1=[O:8])=[CH2:17]. The yield is 0.850.